The task is: Predict the reaction yield, written as a fraction of the theoretical maximum amount of product (1.0 means a 100% yield; for example, 0.34 means a 34% yield).. This data is from Reaction yield outcomes from USPTO patents with 853,638 reactions. (1) The reactants are [C:1]([O:5][C:6]([N:8]1[CH2:13][CH2:12][N:11]([CH2:14][C:15]2[C:23]([O:24][CH3:25])=[CH:22][CH:21]=[C:20]3[C:16]=2[CH:17]=[C:18]([C:35]([O:37]CC)=[O:36])[N:19]3[S:26]([C:29]2[CH:34]=[CH:33][CH:32]=[CH:31][CH:30]=2)(=[O:28])=[O:27])[CH2:10][CH2:9]1)=[O:7])([CH3:4])([CH3:3])[CH3:2].[OH-].[Li+:41].O. The catalyst is C1COCC1. The product is [C:1]([O:5][C:6]([N:8]1[CH2:13][CH2:12][N:11]([CH2:14][C:15]2[C:23]([O:24][CH3:25])=[CH:22][CH:21]=[C:20]3[C:16]=2[CH:17]=[C:18]([C:35]([O-:37])=[O:36])[N:19]3[S:26]([C:29]2[CH:34]=[CH:33][CH:32]=[CH:31][CH:30]=2)(=[O:27])=[O:28])[CH2:10][CH2:9]1)=[O:7])([CH3:4])([CH3:2])[CH3:3].[Li+:41]. The yield is 0.830. (2) The reactants are [NH2:1][C:2]1[CH:7]=[CH:6][CH:5]=[C:4](N)[C:3]=1[NH:9][CH2:10][CH2:11][OH:12].Cl.[Cl:14][C:15]1[CH:20]=[C:19]([Cl:21])[CH:18]=[CH:17][C:16]=1[CH:22]([OH:27])[C:23](=[NH:26])OC. The catalyst is C(O)C.C(=O)([O-])O.[Na+]. The product is [NH2:1][C:2]1[C:3]2[N:9]([CH2:10][CH2:11][OH:12])[C:23]([CH:22]([C:16]3[CH:17]=[CH:18][C:19]([Cl:21])=[CH:20][C:15]=3[Cl:14])[OH:27])=[N:26][C:4]=2[CH:5]=[CH:6][CH:7]=1. The yield is 0.990. (3) The reactants are [CH3:1][NH:2][C@@H:3]([C:11]1[CH:16]=[CH:15][CH:14]=[CH:13][CH:12]=1)[CH2:4][N:5]1[CH2:9][CH2:8][C@@H:7]([OH:10])[CH2:6]1.[Cl:17][C:18]1[CH:19]=[C:20]([CH2:25][C:26]([OH:28])=O)[CH:21]=[CH:22][C:23]=1[Cl:24].C1C=CC2N(O)N=NC=2C=1.O.C(N(C(C)C)CC)(C)C.CCN=C=NCCCN(C)C.Cl. The catalyst is C(#N)C. The product is [Cl:17][C:18]1[CH:19]=[C:20]([CH2:25][C:26]([N:2]([C@@H:3]([C:11]2[CH:16]=[CH:15][CH:14]=[CH:13][CH:12]=2)[CH2:4][N:5]2[CH2:9][CH2:8][C@@H:7]([OH:10])[CH2:6]2)[CH3:1])=[O:28])[CH:21]=[CH:22][C:23]=1[Cl:24]. The yield is 0.630.